The task is: Regression. Given two drug SMILES strings and cell line genomic features, predict the synergy score measuring deviation from expected non-interaction effect.. This data is from NCI-60 drug combinations with 297,098 pairs across 59 cell lines. (1) Drug 1: C1C(C(OC1N2C=C(C(=O)NC2=O)F)CO)O. Drug 2: C(=O)(N)NO. Cell line: HOP-92. Synergy scores: CSS=12.7, Synergy_ZIP=-3.40, Synergy_Bliss=2.71, Synergy_Loewe=-12.2, Synergy_HSA=1.21. (2) Drug 1: C1CC(C1)(C(=O)O)C(=O)O.[NH2-].[NH2-].[Pt+2]. Drug 2: CC1=C(C(=O)C2=C(C1=O)N3CC4C(C3(C2COC(=O)N)OC)N4)N. Cell line: UACC-257. Synergy scores: CSS=13.9, Synergy_ZIP=-3.21, Synergy_Bliss=0.805, Synergy_Loewe=-46.6, Synergy_HSA=-1.77.